Dataset: Full USPTO retrosynthesis dataset with 1.9M reactions from patents (1976-2016). Task: Predict the reactants needed to synthesize the given product. (1) Given the product [CH3:54][O:53][C:50]1[CH:51]=[CH:52][C:47]([CH:46]([C:55]2[CH:56]=[CH:57][C:58]([O:61][CH3:62])=[CH:59][CH:60]=2)[O:45][CH:44]([C:63]2[CH:68]=[CH:67][CH:66]=[CH:65][CH:64]=2)[CH:40]2[CH2:39][N:38]([C:36](=[O:37])[CH2:35][CH2:34][CH2:33][CH2:32][CH2:31][NH:30][C:29]([O:28][CH:18]3[CH2:17][C:16]4[C:21]([CH3:27])([CH:22]5[CH:13]([CH2:14][CH:15]=4)[CH:12]4[C:25]([CH3:26])([CH:9]([CH:2]([CH3:1])[CH2:3][CH2:4][CH2:5][CH:6]([CH3:7])[CH3:8])[CH2:10][CH2:11]4)[CH2:24][CH2:23]5)[CH2:20][CH2:19]3)=[O:69])[CH2:42][CH:41]2[O:43][C:70](=[O:76])[CH2:71][CH2:72][C:73]([OH:75])=[O:74])=[CH:48][CH:49]=1, predict the reactants needed to synthesize it. The reactants are: [CH3:1][CH:2]([CH:9]1[C:25]2([CH3:26])[CH:12]([CH:13]3[CH:22]([CH2:23][CH2:24]2)[C:21]2([CH3:27])[C:16]([CH2:17][CH:18]([O:28][C:29](=[O:69])[NH:30][CH2:31][CH2:32][CH2:33][CH2:34][CH2:35][C:36]([N:38]4[CH2:42][CH:41]([OH:43])[CH:40]([CH:44]([C:63]5[CH:68]=[CH:67][CH:66]=[CH:65][CH:64]=5)[O:45][CH:46]([C:55]5[CH:60]=[CH:59][C:58]([O:61][CH3:62])=[CH:57][CH:56]=5)[C:47]5[CH:52]=[CH:51][C:50]([O:53][CH3:54])=[CH:49][CH:48]=5)[CH2:39]4)=[O:37])[CH2:19][CH2:20]2)=[CH:15][CH2:14]3)[CH2:11][CH2:10]1)[CH2:3][CH2:4][CH2:5][CH:6]([CH3:8])[CH3:7].[C:70]1(=[O:76])[O:75][C:73](=[O:74])[CH2:72][CH2:71]1.C(N(CC)CC)C. (2) Given the product [F:1][C:2]([F:9])([F:8])[S:3]([O-:6])(=[O:5])=[O:4].[CH2:10]([O:17][N:18]=[C:19]([C:26]1[CH:31]=[CH:30][CH:29]=[CH:28][CH:27]=1)[C:20]1[CH:25]=[CH:24][CH:23]=[CH:22][N+:21]=1[CH3:2])[C:11]1[CH:12]=[CH:13][CH:14]=[CH:15][CH:16]=1, predict the reactants needed to synthesize it. The reactants are: [F:1][C:2]([F:9])([F:8])[S:3]([O:6]C)(=[O:5])=[O:4].[CH2:10]([O:17][N:18]=[C:19]([C:26]1[CH:31]=[CH:30][CH:29]=[CH:28][CH:27]=1)[C:20]1[CH:25]=[CH:24][CH:23]=[CH:22][N:21]=1)[C:11]1[CH:16]=[CH:15][CH:14]=[CH:13][CH:12]=1. (3) Given the product [NH:15]1[CH2:14][CH:13]([C:2]2[N:7]=[C:6]([CH3:8])[CH:5]=[CH:4][N:3]=2)[CH2:16]1, predict the reactants needed to synthesize it. The reactants are: Cl[C:2]1[N:7]=[C:6]([CH3:8])[CH:5]=[CH:4][N:3]=1.ClC1[N:15]=[CH:14][C:13]([CH3:16])=CN=1. (4) Given the product [CH3:3][C:2]1[N:4]=[C:5]([NH:7][C:8]2[CH:9]=[C:10]([CH:11]=[CH:12][CH:13]=2)[C:14]#[N:15])[S:6][C:17]=1[C:18](=[O:19])[C:20]1[CH:25]=[CH:24][CH:23]=[CH:22][C:21]=1[C:26]([F:27])([F:28])[F:29], predict the reactants needed to synthesize it. The reactants are: N[C:2](=[N:4][C:5]([NH:7][C:8]1[CH:13]=[CH:12][CH:11]=[C:10]([C:14]#[N:15])[CH:9]=1)=[S:6])[CH3:3].Br[CH2:17][C:18]([C:20]1[CH:25]=[CH:24][CH:23]=[CH:22][C:21]=1[C:26]([F:29])([F:28])[F:27])=[O:19].C(N(CC)CC)C. (5) The reactants are: C([N:8]1[CH:12]=[C:11]([CH2:13][CH2:14][CH2:15][CH2:16]O)[C:10]([O:18][CH2:19][CH3:20])=[N:9]1)C1C=CC=CC=1.[OH:21][C:22]1[CH:26]=[C:25]([CH2:27][CH2:28][C:29]([O:31][CH2:32][CH3:33])=[O:30])[N:24]([C:34]2[CH:39]=[CH:38][CH:37]=[CH:36][CH:35]=2)[N:23]=1.C(P(CCCC)CCCC)CCC.N(C(N1CCCCC1)=O)=NC(N1CCCCC1)=O. Given the product [CH2:19]([O:18][C:10]1[C:11]([CH2:13][CH2:14][CH2:15][CH2:16][O:21][C:22]2[CH:26]=[C:25]([CH2:27][CH2:28][C:29]([O:31][CH2:32][CH3:33])=[O:30])[N:24]([C:34]3[CH:35]=[CH:36][CH:37]=[CH:38][CH:39]=3)[N:23]=2)=[CH:12][NH:8][N:9]=1)[CH3:20], predict the reactants needed to synthesize it.